Dataset: Catalyst prediction with 721,799 reactions and 888 catalyst types from USPTO. Task: Predict which catalyst facilitates the given reaction. Reactant: [Cl:1][C:2]1[CH:3]=[CH:4][C:5]([N:41]2[CH:45]=[C:44]([Cl:46])[N:43]=[N:42]2)=[C:6]([C:8]2[N:9]=[CH:10][N:11]([C@@H:15]3[C:31]4[CH:32]=[C:27]([CH:28]=[CH:29][N:30]=4)[C:26]4[C:22](=[CH:23][N:24]([CH:33]5[CH2:38][CH2:37][NH:36][CH2:35][CH2:34]5)[N:25]=4)[NH:21][C:20](=[O:39])[C@H:19]([CH3:40])[CH2:18][CH2:17][CH2:16]3)[C:12](=[O:14])[CH:13]=2)[CH:7]=1.Cl[C:48]([O:50][CH3:51])=[O:49].CCN(CC)CC. Product: [Cl:1][C:2]1[CH:3]=[CH:4][C:5]([N:41]2[CH:45]=[C:44]([Cl:46])[N:43]=[N:42]2)=[C:6]([C:8]2[N:9]=[CH:10][N:11]([C@@H:15]3[C:31]4[CH:32]=[C:27]([CH:28]=[CH:29][N:30]=4)[C:26]4[C:22](=[CH:23][N:24]([CH:33]5[CH2:38][CH2:37][N:36]([C:48]([O:50][CH3:51])=[O:49])[CH2:35][CH2:34]5)[N:25]=4)[NH:21][C:20](=[O:39])[C@H:19]([CH3:40])[CH2:18][CH2:17][CH2:16]3)[C:12](=[O:14])[CH:13]=2)[CH:7]=1. The catalyst class is: 1.